Dataset: Forward reaction prediction with 1.9M reactions from USPTO patents (1976-2016). Task: Predict the product of the given reaction. Given the reactants [OH-].[Li+].[F:3][C:4]1[CH:5]=[CH:6][C:7]([O:37][CH2:38][CH2:39][CH2:40][N:41]2[CH2:45][CH2:44][CH2:43][C:42]2=[O:46])=[C:8](/[CH:10]=[CH:11]/[CH:12]([CH2:25][CH2:26][C:27]2[CH:32]=[CH:31][C:30]([C:33]([O:35]C)=[O:34])=[CH:29][CH:28]=2)[CH2:13][CH2:14][C:15]2[CH:24]=[CH:23][C:18]([C:19]([O:21]C)=[O:20])=[CH:17][CH:16]=2)[CH:9]=1.Cl, predict the reaction product. The product is: [C:19]([C:18]1[CH:17]=[CH:16][C:15]([CH2:14][CH2:13][CH:12](/[CH:11]=[CH:10]/[C:8]2[CH:9]=[C:4]([F:3])[CH:5]=[CH:6][C:7]=2[O:37][CH2:38][CH2:39][CH2:40][N:41]2[CH2:45][CH2:44][CH2:43][C:42]2=[O:46])[CH2:25][CH2:26][C:27]2[CH:28]=[CH:29][C:30]([C:33]([OH:35])=[O:34])=[CH:31][CH:32]=2)=[CH:24][CH:23]=1)([OH:21])=[O:20].